From a dataset of Forward reaction prediction with 1.9M reactions from USPTO patents (1976-2016). Predict the product of the given reaction. Given the reactants C(OC(=O)[NH:7][C@H:8]([CH2:33][C:34]1[CH:39]=[C:38]([F:40])[C:37]([F:41])=[CH:36][C:35]=1[F:42])[CH2:9][C:10]([N:12]1[CH2:17][CH2:16][N:15]2[C:18]([C:29]([F:32])([F:31])[F:30])=[N:19][C:20]([C:21]([N:23]3[CH2:27][CH2:26][C@@H:25]([OH:28])[CH2:24]3)=[O:22])=[C:14]2[CH2:13]1)=[O:11])(C)(C)C.[ClH:44], predict the reaction product. The product is: [ClH:44].[NH2:7][C@H:8]([CH2:33][C:34]1[CH:39]=[C:38]([F:40])[C:37]([F:41])=[CH:36][C:35]=1[F:42])[CH2:9][C:10]([N:12]1[CH2:17][CH2:16][N:15]2[C:18]([C:29]([F:32])([F:31])[F:30])=[N:19][C:20]([C:21]([N:23]3[CH2:27][CH2:26][C@@H:25]([OH:28])[CH2:24]3)=[O:22])=[C:14]2[CH2:13]1)=[O:11].